From a dataset of Full USPTO retrosynthesis dataset with 1.9M reactions from patents (1976-2016). Predict the reactants needed to synthesize the given product. (1) Given the product [F:25][C:23]1[CH:22]=[CH:21][C:20]([CH3:26])=[C:19]([C@H:5]([O:4][CH2:3][CH2:2][NH:1][C:35]([O:37][CH3:38])=[O:36])[C@@H:6]2[CH2:11][CH2:10][CH2:9][N:8]([C:12]([O:14][C:15]([CH3:18])([CH3:17])[CH3:16])=[O:13])[CH2:7]2)[CH:24]=1, predict the reactants needed to synthesize it. The reactants are: [NH2:1][CH2:2][CH2:3][O:4][C@@H:5]([C:19]1[CH:24]=[C:23]([F:25])[CH:22]=[CH:21][C:20]=1[CH3:26])[C@@H:6]1[CH2:11][CH2:10][CH2:9][N:8]([C:12]([O:14][C:15]([CH3:18])([CH3:17])[CH3:16])=[O:13])[CH2:7]1.CCN(CC)CC.Cl[C:35]([O:37][CH3:38])=[O:36]. (2) Given the product [CH2:17]([N:5]1[CH2:6][C@H:7]([CH3:8])[NH:9][C:10](=[O:11])[CH2:4]1)[C:18]1[CH:23]=[CH:22][CH:21]=[CH:20][CH:19]=1, predict the reactants needed to synthesize it. The reactants are: COC(=O)[CH2:4][N:5]([CH2:17][C:18]1[CH:23]=[CH:22][CH:21]=[CH:20][CH:19]=1)[CH2:6][CH:7]([NH:9][C:10](OC(C)(C)C)=[O:11])[CH3:8].C(O)(C(F)(F)F)=O. (3) Given the product [CH:12]1([CH2:11][O:9][C:4]2[CH:5]=[CH:6][CH:7]=[CH:8][C:3]=2[CH2:2][OH:1])[CH2:14][CH2:13]1, predict the reactants needed to synthesize it. The reactants are: [OH:1][CH2:2][C:3]1[CH:8]=[CH:7][CH:6]=[CH:5][C:4]=1[OH:9].Br[CH2:11][CH:12]1[CH2:14][CH2:13]1.C(=O)([O-])[O-].[K+].[K+]. (4) The reactants are: C(OC([NH:8][CH2:9][CH2:10][N:11]1[C:15](=[O:16])[CH:14]=[CH:13][C:12]1=[O:17])=O)(C)(C)C.[F:18][C:19]([F:24])([F:23])[C:20]([OH:22])=[O:21].C1(OC)C=CC=CC=1. Given the product [NH2:8][CH2:9][CH2:10][N:11]1[C:15](=[O:16])[CH:14]=[CH:13][C:12]1=[O:17].[F:18][C:19]([F:24])([F:23])[C:20]([OH:22])=[O:21], predict the reactants needed to synthesize it.